Dataset: Full USPTO retrosynthesis dataset with 1.9M reactions from patents (1976-2016). Task: Predict the reactants needed to synthesize the given product. (1) Given the product [NH2:14][CH2:15][CH2:16][NH:17][C:18]([NH:20][C:21]1[CH:26]=[CH:25][CH:24]=[C:23]([C:27]2[N:31]3[CH:32]=[CH:33][C:34]([C:36]4[CH:37]=[CH:38][C:39]([F:42])=[CH:40][CH:41]=4)=[CH:35][C:30]3=[N:29][CH:28]=2)[CH:22]=1)=[O:19], predict the reactants needed to synthesize it. The reactants are: FC(F)(F)C(O)=O.C(OC(=O)[NH:14][CH2:15][CH2:16][NH:17][C:18]([NH:20][C:21]1[CH:26]=[CH:25][CH:24]=[C:23]([C:27]2[N:31]3[CH:32]=[CH:33][C:34]([C:36]4[CH:41]=[CH:40][C:39]([F:42])=[CH:38][CH:37]=4)=[CH:35][C:30]3=[N:29][CH:28]=2)[CH:22]=1)=[O:19])(C)(C)C. (2) The reactants are: [CH:1]1([CH2:5][C:6]2[N:7]=[C:8]([C:11]([NH:13][NH:14][C:15](=O)[CH2:16][C:17]([CH3:23])([CH3:22])[C:18]([O:20][CH3:21])=[O:19])=[O:12])[S:9][CH:10]=2)[CH2:4][CH2:3][CH2:2]1.Br[C:26]1[CH:31]=[CH:30][C:29]([S:32]([NH:35][C@H:36]([CH2:41][CH3:42])[C:37]([F:40])([F:39])[F:38])(=[O:34])=[O:33])=[C:28]([F:43])[C:27]=1[CH:44]([F:46])[F:45].C(=O)([O-])[O-].[K+].[K+].C(O)(=O)C(C)(C)C.F[B-](F)(F)F.C1(P(C2CCCCC2)C2CCCCC2)CCCCC1. Given the product [CH:1]1([CH2:5][C:6]2[N:7]=[C:8]([C:11]3[O:12][C:15]([CH2:16][C:17]([CH3:23])([CH3:22])[C:18]([O:20][CH3:21])=[O:19])=[N:14][N:13]=3)[S:9][C:10]=2[C:26]2[CH:31]=[CH:30][C:29]([S:32](=[O:33])(=[O:34])[NH:35][C@H:36]([CH2:41][CH3:42])[C:37]([F:40])([F:39])[F:38])=[C:28]([F:43])[C:27]=2[CH:44]([F:46])[F:45])[CH2:2][CH2:3][CH2:4]1, predict the reactants needed to synthesize it. (3) Given the product [CH:1]1([C:4]2[CH:9]=[CH:8][C:7]([C:10]3[CH:14]=[C:13]([CH:15]([N:35]4[CH:40]=[C:39]5[N:41]=[C:42]([C:44]6[CH:49]=[CH:48][CH:47]=[C:46]([F:50])[C:45]=6[F:51])[N:43]=[C:38]5[CH:37]=[N:36]4)[C:16]([O:18][CH2:19][CH2:20][CH2:21][O:22][P:23]([OH:30])([OH:25])=[O:24])=[O:17])[O:12][N:11]=3)=[C:6]([C:52]([F:53])([F:55])[F:54])[CH:5]=2)[CH2:3][CH2:2]1, predict the reactants needed to synthesize it. The reactants are: [CH:1]1([C:4]2[CH:9]=[CH:8][C:7]([C:10]3[CH:14]=[C:13]([CH:15]([N:35]4[CH:40]=[C:39]5[N:41]=[C:42]([C:44]6[CH:49]=[CH:48][CH:47]=[C:46]([F:50])[C:45]=6[F:51])[N:43]=[C:38]5[CH:37]=[N:36]4)[C:16]([O:18][CH2:19][CH2:20][CH2:21][O:22][P:23]([O:30]C(C)(C)C)([O:25]C(C)(C)C)=[O:24])=[O:17])[O:12][N:11]=3)=[C:6]([C:52]([F:55])([F:54])[F:53])[CH:5]=2)[CH2:3][CH2:2]1.C(O)(C(F)(F)F)=O. (4) Given the product [Cl:19][C:20]1[CH:21]=[C:22]([C:27]2[CH:28]=[CH:29][C:30]([C:6]([N:8]3[CH2:12][C:11](=[N:13][O:14][CH3:15])[CH2:10][C@H:9]3[C:16]([NH:36][CH2:37][CH:38]([OH:39])[C:40]3[CH:45]=[CH:44][CH:43]=[CH:42][CH:41]=3)=[O:18])=[O:7])=[CH:31][CH:32]=2)[CH:23]=[CH:24][C:25]=1[Cl:26], predict the reactants needed to synthesize it. The reactants are: C(O[C:6]([N:8]1[CH2:12][C:11](=[N:13][O:14][CH3:15])[CH2:10][C@H:9]1[C:16]([OH:18])=O)=[O:7])(C)(C)C.[Cl:19][C:20]1[CH:21]=[C:22]([C:27]2[CH:32]=[CH:31][C:30](C(O)=O)=[CH:29][CH:28]=2)[CH:23]=[CH:24][C:25]=1[Cl:26].[NH2:36][CH2:37][CH:38]([C:40]1[CH:45]=[CH:44][CH:43]=[CH:42][CH:41]=1)[OH:39]. (5) Given the product [CH3:1][O:2][C:3](=[O:19])[C:4]([OH:18])([C:21]([F:23])([F:22])[F:20])[CH2:5][C:6]([C:9]1[CH:14]=[CH:13][C:12]([I:15])=[CH:11][C:10]=1[O:16][CH3:17])([CH3:8])[CH3:7], predict the reactants needed to synthesize it. The reactants are: [CH3:1][O:2][C:3](=[O:19])[C:4](=[O:18])[CH2:5][C:6]([C:9]1[CH:14]=[CH:13][C:12]([I:15])=[CH:11][C:10]=1[O:16][CH3:17])([CH3:8])[CH3:7].[F:20][C:21]([Si](C)(C)C)([F:23])[F:22].C(=O)([O-])[O-].[Cs+].[Cs+].[F-].C([N+](CCCC)(CCCC)CCCC)CCC. (6) Given the product [N:37]1[CH:38]=[N:39][N:40]2[CH:45]=[C:44]([C:46]3[O:47][C:48]4([CH2:56][CH2:55][CH:54]([OH:57])[CH2:53][CH2:52]4)[C:49](=[O:51])[C:50]=3[C:10]3[CH:9]=[C:8]([CH3:7])[CH:13]=[CH:12][CH:11]=3)[CH:43]=[CH:42][C:41]=12, predict the reactants needed to synthesize it. The reactants are: C([O-])(=O)C.[Cs+].F[C:7](F)(F)[C:8]1[CH:13]=[CH:12][C:11](P([C:11]2[CH:12]=[CH:13][C:8]([C:7](F)(F)F)=[CH:9][CH:10]=2)[C:11]2[CH:12]=[CH:13][C:8]([C:7](F)(F)F)=[CH:9][CH:10]=2)=[CH:10][CH:9]=1.[N:37]1[CH:38]=[N:39][N:40]2[CH:45]=[C:44]([C:46]3[O:47][C:48]4([CH2:56][CH2:55][CH:54]([O:57][Si](C(C)(C)C)(C)C)[CH2:53][CH2:52]4)[C:49](=[O:51])[CH:50]=3)[CH:43]=[CH:42][C:41]=12.IC1C=C(C)C=CC=1. (7) Given the product [OH:24][C:20]1[CH:19]=[C:18]([C:16]2[CH:17]=[C:12]([NH:11][CH2:10][C:6]3[CH:5]=[C:4]([CH:9]=[CH:8][CH:7]=3)[C:3]([OH:25])=[O:2])[CH:13]=[N:14][CH:15]=2)[CH:23]=[CH:22][CH:21]=1, predict the reactants needed to synthesize it. The reactants are: C[O:2][C:3](=[O:25])[C:4]1[CH:9]=[CH:8][CH:7]=[C:6]([CH2:10][NH:11][C:12]2[CH:13]=[N:14][CH:15]=[C:16]([C:18]3[CH:23]=[CH:22][CH:21]=[C:20]([OH:24])[CH:19]=3)[CH:17]=2)[CH:5]=1. (8) Given the product [CH:16]1([N:8]2[C:6]3[N:7]=[C:2]([NH:21][C:22]4[CH:23]=[CH:24][C:25]([N:28]5[C:33](=[O:34])[CH2:32][C@H:31]6[CH2:35][NH:36][CH2:37][C@H:30]6[CH2:29]5)=[CH:26][N:27]=4)[N:3]=[CH:4][C:5]=3[CH:10]=[C:9]2[C:11]([N:13]([CH3:15])[CH3:14])=[O:12])[CH2:20][CH2:19][CH2:18][CH2:17]1, predict the reactants needed to synthesize it. The reactants are: Cl[C:2]1[N:3]=[CH:4][C:5]2[CH:10]=[C:9]([C:11]([N:13]([CH3:15])[CH3:14])=[O:12])[N:8]([CH:16]3[CH2:20][CH2:19][CH2:18][CH2:17]3)[C:6]=2[N:7]=1.[NH2:21][C:22]1[N:27]=[CH:26][C:25]([N:28]2[C:33](=[O:34])[CH2:32][C@H:31]3[CH2:35][N:36](C(OC(C)(C)C)=O)[CH2:37][C@H:30]3[CH2:29]2)=[CH:24][CH:23]=1. (9) The reactants are: [NH:1]1[CH:5]=[C:4]([C@H:6]([C:8]2[C:9]([CH3:16])=[C:10]([CH2:14][OH:15])[CH:11]=[CH:12][CH:13]=2)[CH3:7])[N:3]=[CH:2]1.[C:17]([NH:24][C@H:25]([C:33](O)=[O:34])[CH2:26][C:27]1[CH:32]=[CH:31][CH:30]=[CH:29][CH:28]=1)([O:19][C:20]([CH3:23])([CH3:22])[CH3:21])=[O:18].CCN=C=NCCCN(C)C.Cl. Given the product [NH:1]1[CH:5]=[C:4]([C@H:6]([C:8]2[C:9]([CH3:16])=[C:10]([CH:11]=[CH:12][CH:13]=2)[CH2:14][O:15][C:33](=[O:34])[CH:25]([NH:24][C:17]([O:19][C:20]([CH3:22])([CH3:21])[CH3:23])=[O:18])[CH2:26][C:27]2[CH:32]=[CH:31][CH:30]=[CH:29][CH:28]=2)[CH3:7])[N:3]=[CH:2]1, predict the reactants needed to synthesize it. (10) The reactants are: Br[C:2]1[CH:3]=[N:4][C:5]2[N:6]([CH:8]=[C:9]([CH2:11][O:12][C:13]3[CH:18]=[CH:17][CH:16]=[CH:15][N:14]=3)[N:10]=2)[CH:7]=1.[F:19][C:20]1[C:25]2[O:26][CH2:27][O:28][C:24]=2[C:23](B2OC(C)(C)C(C)(C)O2)=[CH:22][CH:21]=1. Given the product [F:19][C:20]1[C:25]2[O:26][CH2:27][O:28][C:24]=2[C:23]([C:2]2[CH:3]=[N:4][C:5]3[N:6]([CH:8]=[C:9]([CH2:11][O:12][C:13]4[CH:18]=[CH:17][CH:16]=[CH:15][N:14]=4)[N:10]=3)[CH:7]=2)=[CH:22][CH:21]=1, predict the reactants needed to synthesize it.